Dataset: Forward reaction prediction with 1.9M reactions from USPTO patents (1976-2016). Task: Predict the product of the given reaction. (1) Given the reactants [NH2:1][C:2]1[S:6][C:5]([SH:7])=[N:4][C:3]=1[C:8]1[CH:13]=[CH:12][CH:11]=[CH:10][CH:9]=1.[C:14](O)([CH3:17])([CH3:16])[CH3:15].S(=O)(=O)(O)O.C(=O)(O)[O-].[Na+], predict the reaction product. The product is: [NH2:1][C:2]1[S:6][C:5]([S:7][C:14]([CH3:17])([CH3:16])[CH3:15])=[N:4][C:3]=1[C:8]1[CH:13]=[CH:12][CH:11]=[CH:10][CH:9]=1. (2) Given the reactants [Cl:1][C:2]1[C:3]([NH:23][C:24]2[CH:28]=[C:27]([CH3:29])[NH:26][N:25]=2)=[N:4][C:5]([NH:8][C:9]2[CH:14]=[C:13]([CH3:15])[C:12]([CH:16]3[CH2:21][CH2:20][NH:19][CH2:18][CH2:17]3)=[CH:11][C:10]=2[F:22])=[N:6][CH:7]=1.C(OC([N:37]([CH2:45][CH3:46])[C:38]1([C:42](O)=[O:43])[CH2:41][CH2:40][CH2:39]1)=O)(C)(C)C.CN(C(ON1N=NC2C=CC=NC1=2)=[N+](C)C)C.F[P-](F)(F)(F)(F)F.C(N(C(C)C)CC)(C)C, predict the reaction product. The product is: [Cl:1][C:2]1[C:3]([NH:23][C:24]2[CH:28]=[C:27]([CH3:29])[NH:26][N:25]=2)=[N:4][C:5]([NH:8][C:9]2[C:10]([F:22])=[CH:11][C:12]([CH:16]3[CH2:17][CH2:18][N:19]([C:42]([C:38]4([NH:37][CH2:45][CH3:46])[CH2:41][CH2:40][CH2:39]4)=[O:43])[CH2:20][CH2:21]3)=[C:13]([CH3:15])[CH:14]=2)=[N:6][CH:7]=1. (3) Given the reactants [C:1]([NH:4][C:5]([CH2:16][CH2:17][C:18]1[CH:23]=[CH:22][C:21]([S:24][C:25]2[CH:30]=[CH:29][C:28]([C:31](=O)[CH2:32][O:33][C:34](=O)[CH3:35])=[CH:27][CH:26]=2)=[CH:20][CH:19]=1)([C:11]([O:13][CH2:14][CH3:15])=[O:12])[C:6]([O:8][CH2:9][CH3:10])=[O:7])(=[O:3])[CH3:2].C([NH2:41])(=O)C.B(F)(F)F.CCOCC, predict the reaction product. The product is: [C:1]([NH:4][C:5]([CH2:16][CH2:17][C:18]1[CH:19]=[CH:20][C:21]([S:24][C:25]2[CH:26]=[CH:27][C:28]([C:31]3[N:41]=[C:34]([CH3:35])[O:33][CH:32]=3)=[CH:29][CH:30]=2)=[CH:22][CH:23]=1)([C:6]([O:8][CH2:9][CH3:10])=[O:7])[C:11]([O:13][CH2:14][CH3:15])=[O:12])(=[O:3])[CH3:2]. (4) The product is: [CH3:30][S:31]([NH:2][C:3]1([CH2:9][NH:10][C:11]([C:13]2[C:14]([Cl:22])=[C:15]3[C:19](=[CH:20][CH:21]=2)[NH:18][CH:17]=[CH:16]3)=[O:12])[CH2:4][CH2:5][CH2:6][CH2:7][CH2:8]1)(=[O:33])=[O:32]. Given the reactants Cl.[NH2:2][C:3]1([CH2:9][NH:10][C:11]([C:13]2[C:14]([Cl:22])=[C:15]3[C:19](=[CH:20][CH:21]=2)[NH:18][CH:17]=[CH:16]3)=[O:12])[CH2:8][CH2:7][CH2:6][CH2:5][CH2:4]1.CCN(CC)CC.[CH3:30][S:31](Cl)(=[O:33])=[O:32], predict the reaction product. (5) Given the reactants [OH:1][C:2]1[CH:7]=[CH:6][C:5]([CH3:8])=[CH:4][C:3]=1[NH:9][C:10]([C:12]1[CH:16]=[CH:15][S:14][C:13]=1Br)=[O:11].[C:18](=O)([O-])[O-].[K+].[K+], predict the reaction product. The product is: [CH3:18][C:15]1[S:14][C:13]2[O:1][C:2]3[CH:7]=[CH:6][C:5]([CH3:8])=[CH:4][C:3]=3[NH:9][C:10](=[O:11])[C:12]=2[CH:16]=1. (6) Given the reactants [CH3:1][C:2]1[CH:7]=[CH:6][CH:5]=[CH:4][N:3]=1.Cl[CH:9]1[C:18](=O)[CH2:17][CH2:16][C:11]2([O:15][CH2:14][CH2:13][O:12]2)[CH2:10]1, predict the reaction product. The product is: [CH2:17]1[CH2:16][C:11]2([O:15][CH2:14][CH2:13][O:12]2)[CH2:10][C:9]2[N:3]3[CH:4]=[CH:5][CH:6]=[CH:7][C:2]3=[CH:1][C:18]1=2. (7) Given the reactants [F:1][C:2]([F:36])([F:35])[C:3]1[CH:4]=[C:5]([C:13]([CH3:34])([CH3:33])[C:14]([N:16]([C:18]2[CH:19]=[N:20][C:21](Cl)=[CH:22][C:23]=2[C:24]2[CH:29]=[CH:28][C:27]([F:30])=[CH:26][C:25]=2[CH3:31])[CH3:17])=[O:15])[CH:6]=[C:7]([C:9]([F:12])([F:11])[F:10])[CH:8]=1.[CH2:37]1[CH:42]2[CH2:43][NH:44][CH2:45][CH2:46][N:41]2[CH2:40][CH2:39][S:38]1(=[O:48])=[O:47].C(=O)([O-])[O-].[K+].[K+], predict the reaction product. The product is: [F:1][C:2]([F:36])([F:35])[C:3]1[CH:4]=[C:5]([C:13]([CH3:34])([CH3:33])[C:14]([N:16]([C:18]2[CH:19]=[N:20][C:21]([N:44]3[CH2:45][CH2:46][N:41]4[CH:42]([CH2:37][S:38](=[O:48])(=[O:47])[CH2:39][CH2:40]4)[CH2:43]3)=[CH:22][C:23]=2[C:24]2[CH:29]=[CH:28][C:27]([F:30])=[CH:26][C:25]=2[CH3:31])[CH3:17])=[O:15])[CH:6]=[C:7]([C:9]([F:12])([F:11])[F:10])[CH:8]=1. (8) The product is: [CH3:25][O:24][C:21]1[CH:22]=[CH:23][C:18]([CH2:17][N:14]2[C:15]3=[N:16][CH:31]=[N:10][C:9]4[N:5]([CH2:4][C:3]5[CH:27]=[CH:28][CH:29]=[CH:30][C:2]=5[Cl:1])[CH:6]=[N:7][C:8]=4[C:11]3=[N:12][C:13]2=[O:26])=[CH:19][CH:20]=1. Given the reactants [Cl:1][C:2]1[CH:30]=[CH:29][CH:28]=[CH:27][C:3]=1[CH2:4][N:5]1[C:9]([NH2:10])=[C:8]([C:11]2[C:15](=[NH:16])[N:14]([CH2:17][C:18]3[CH:23]=[CH:22][C:21]([O:24][CH3:25])=[CH:20][CH:19]=3)[C:13](=[O:26])[N:12]=2)[N:7]=[CH:6]1.[CH:31](OCC)(OCC)OCC, predict the reaction product.